This data is from Forward reaction prediction with 1.9M reactions from USPTO patents (1976-2016). The task is: Predict the product of the given reaction. (1) Given the reactants [NH:1]1[CH2:4][CH:3]([N:5]2[CH2:10][CH2:9][N:8]([CH3:11])[CH2:7][CH2:6]2)[CH2:2]1.Br[C:13]1[C:14]([Cl:40])=[C:15]([N:23]([CH2:31][C:32]2[CH:37]=[CH:36][C:35]([O:38][CH3:39])=[CH:34][CH:33]=2)[C:24](=[O:30])[O:25][C:26]([CH3:29])([CH3:28])[CH3:27])[CH:16]=[C:17]([O:19][CH:20]([F:22])[F:21])[CH:18]=1.C(=O)([O-])[O-].[Cs+].[Cs+].C1C=CC(P(C2C(C3C(P(C4C=CC=CC=4)C4C=CC=CC=4)=CC=C4C=3C=CC=C4)=C3C(C=CC=C3)=CC=2)C2C=CC=CC=2)=CC=1, predict the reaction product. The product is: [Cl:40][C:14]1[C:13]([N:1]2[CH2:4][CH:3]([N:5]3[CH2:10][CH2:9][N:8]([CH3:11])[CH2:7][CH2:6]3)[CH2:2]2)=[CH:18][C:17]([O:19][CH:20]([F:22])[F:21])=[CH:16][C:15]=1[N:23]([CH2:31][C:32]1[CH:33]=[CH:34][C:35]([O:38][CH3:39])=[CH:36][CH:37]=1)[C:24](=[O:30])[O:25][C:26]([CH3:29])([CH3:28])[CH3:27]. (2) Given the reactants BrC1C(N[CH:17]2[CH2:22][CH2:21][N:20]([CH2:23][C:24]3[CH:29]=[CH:28][CH:27]=[CH:26][CH:25]=3)[CH2:19][CH2:18]2)=NC(NCC2C=CN=CC=2)=NC=1.[C:30]([C:33]1[CH:34]=[C:35](B(O)O)[CH:36]=[CH:37][CH:38]=1)(=[O:32])[CH3:31].C(N1CCC([NH:55][C:56]2[C:61](C3C=CSC=3)=[CH:60][N:59]=[C:58]([NH:67][CH2:68][C:69]3[CH:74]=[CH:73][CH:72]=[CH:71][N:70]=3)[N:57]=2)CC1)C1C=CC=CC=1, predict the reaction product. The product is: [CH2:23]([N:20]1[CH2:19][CH2:18][CH2:17][CH2:22][CH:21]1[NH:55][C:56]1[C:61]([C:35]2[CH:34]=[C:33]([C:30](=[O:32])[CH3:31])[CH:38]=[CH:37][CH:36]=2)=[CH:60][N:59]=[C:58]([NH:67][CH2:68][C:69]2[CH:74]=[CH:73][CH:72]=[CH:71][N:70]=2)[N:57]=1)[C:24]1[CH:25]=[CH:26][CH:27]=[CH:28][CH:29]=1.